Task: Predict the product of the given reaction.. Dataset: Forward reaction prediction with 1.9M reactions from USPTO patents (1976-2016) (1) The product is: [CH3:31][O:22][C:20](=[O:21])[C:17]1[CH:18]=[CH:19][C:14]([N:11]2[CH2:12][CH2:13][NH:8][CH2:9][C@H:10]2[CH3:23])=[N:15][CH:16]=1. Given the reactants C(OC([N:8]1[CH2:13][CH2:12][N:11]([C:14]2[CH:19]=[CH:18][C:17]([C:20]([OH:22])=[O:21])=[CH:16][N:15]=2)[C@H:10]([CH3:23])[CH2:9]1)=O)(C)(C)C.S(=O)(=O)(O)O.[OH-].[Na+].[CH3:31]O, predict the reaction product. (2) Given the reactants Br[C:2]1[CH:3]=[C:4]([C:10](=[O:40])[CH2:11][N:12]2[C:17](=[O:18])[C:16]3[CH:19]=[C:20]([CH2:22][CH3:23])[S:21][C:15]=3[N:14]([CH2:24][C:25]3[CH:30]=[CH:29][C:28]([C:31]4[C:32]([C:37]#[N:38])=[CH:33][CH:34]=[CH:35][CH:36]=4)=[CH:27][CH:26]=3)[C:13]2=[O:39])[CH:5]=[CH:6][C:7]=1[O:8][CH3:9].[CH3:41]B(O)O.C(=O)([O-])[O-].[K+].[K+].O1CCCC1, predict the reaction product. The product is: [CH2:22]([C:20]1[S:21][C:15]2[N:14]([CH2:24][C:25]3[CH:26]=[CH:27][C:28]([C:31]4[C:32]([C:37]#[N:38])=[CH:33][CH:34]=[CH:35][CH:36]=4)=[CH:29][CH:30]=3)[C:13](=[O:39])[N:12]([CH2:11][C:10]([C:4]3[CH:5]=[CH:6][C:7]([O:8][CH3:9])=[C:2]([CH3:41])[CH:3]=3)=[O:40])[C:17](=[O:18])[C:16]=2[CH:19]=1)[CH3:23]. (3) Given the reactants [Cl:1][C:2]1[C:3]([NH2:9])=[C:4]([NH2:8])[CH:5]=[CH:6][CH:7]=1.O=[C:11]([C:17](OCC)=[O:18])[C:12]([O:14][CH2:15][CH3:16])=[O:13], predict the reaction product. The product is: [Cl:1][C:2]1[CH:7]=[CH:6][CH:5]=[C:4]2[C:3]=1[N:9]=[C:11]([C:12]([O:14][CH2:15][CH3:16])=[O:13])[C:17](=[O:18])[NH:8]2. (4) Given the reactants [C:1]([O:5][C:6](=[O:26])[NH:7][C@@H:8]1[CH2:13][CH2:12][CH2:11][C@@H:10]([S:14][CH2:15][C:16]2[C:21]([CH3:22])=[CH:20][C:19]([CH3:23])=[CH:18][C:17]=2[CH3:24])[C@@H:9]1[OH:25])([CH3:4])([CH3:3])[CH3:2].[Si:27](Cl)([C:30]([CH3:33])([CH3:32])[CH3:31])([CH3:29])[CH3:28].N1C=CN=C1, predict the reaction product. The product is: [C:1]([O:5][C:6](=[O:26])[NH:7][C@@H:8]1[CH2:13][CH2:12][CH2:11][C@@H:10]([S:14][CH2:15][C:16]2[C:17]([CH3:24])=[CH:18][C:19]([CH3:23])=[CH:20][C:21]=2[CH3:22])[C@@H:9]1[O:25][Si:27]([C:30]([CH3:33])([CH3:32])[CH3:31])([CH3:29])[CH3:28])([CH3:4])([CH3:2])[CH3:3]. (5) Given the reactants [CH:1]1([N:4]2[C:8]3[C:9]([O:23][C@@H:24]([C@@H:26]4[CH2:30][C:29](=[O:31])[NH:28][CH2:27]4)[CH3:25])=[N:10][C:11](C4C=C5C(CC(=O)N5)=CC=4)=[CH:12][C:7]=3[N:6]=[CH:5]2)[CH2:3][CH2:2]1.[CH3:32][N:33]1[C:41]2[C:36](=[N:37][CH:38]=[C:39](B3OC(C)(C)C(C)(C)O3)[CH:40]=2)[C:35]([CH3:52])([CH3:51])[C:34]1=[O:53], predict the reaction product. The product is: [CH:1]1([N:4]2[C:8]3[C:9]([O:23][C@@H:24]([C@@H:26]4[CH2:30][C:29](=[O:31])[NH:28][CH2:27]4)[CH3:25])=[N:10][C:11]([C:39]4[CH:40]=[C:41]5[N:33]([CH3:32])[C:34](=[O:53])[C:35]([CH3:51])([CH3:52])[C:36]5=[N:37][CH:38]=4)=[CH:12][C:7]=3[N:6]=[CH:5]2)[CH2:2][CH2:3]1. (6) The product is: [CH2:25]([O:24][C:2]1[N:6]([C:7]2[CH:8]=[C:9]([CH:13]=[CH:14][CH:15]=2)[C:10]([OH:12])=[O:11])[C:5]2[CH:16]=[CH:17][C:18]([C:20]([F:23])([F:22])[F:21])=[CH:19][C:4]=2[N:3]=1)[CH3:26]. Given the reactants Cl[C:2]1[N:6]([C:7]2[CH:8]=[C:9]([CH:13]=[CH:14][CH:15]=2)[C:10]([OH:12])=[O:11])[C:5]2[CH:16]=[CH:17][C:18]([C:20]([F:23])([F:22])[F:21])=[CH:19][C:4]=2[N:3]=1.[O-:24][CH2:25][CH3:26].[Na+].Cl.C(OCC)(=O)C, predict the reaction product. (7) Given the reactants Br[C:2]1[C:7]([O:8][C:9]([F:12])([F:11])[CH3:10])=[CH:6][CH:5]=[CH:4][N:3]=1.[CH:13]1(B(O)O)[CH2:15][CH2:14]1.[O-]P([O-])([O-])=O.[K+].[K+].[K+].C1(P(C2CCCCC2)C2CCCCC2)CCCCC1, predict the reaction product. The product is: [CH:13]1([C:2]2[C:7]([O:8][C:9]([F:12])([F:11])[CH3:10])=[CH:6][CH:5]=[CH:4][N:3]=2)[CH2:15][CH2:14]1. (8) Given the reactants [CH2:1]([C:8]1[CH:9]=[C:10]([C:14](=[O:42])[CH2:15][CH:16]([OH:41])[C:17]2[N:18](C(C3C=CC=CC=3)(C3C=CC=CC=3)C3C=CC=CC=3)[CH:19]=[CH:20][N:21]=2)[CH:11]=[CH:12][CH:13]=1)[C:2]1[CH:7]=[CH:6][CH:5]=[CH:4][CH:3]=1.FC(F)(F)C(O)=O, predict the reaction product. The product is: [CH2:1]([C:8]1[CH:9]=[C:10]([C:14](=[O:42])[CH2:15][CH:16]([OH:41])[C:17]2[NH:21][CH:20]=[CH:19][N:18]=2)[CH:11]=[CH:12][CH:13]=1)[C:2]1[CH:7]=[CH:6][CH:5]=[CH:4][CH:3]=1. (9) Given the reactants [N:1]12[CH2:8][C@@H:5]([CH2:6][CH2:7]1)[NH:4][CH2:3][CH2:2]2.[CH3:9][N:10]([CH3:27])[C:11]([C:13]1[CH:18]=[CH:17][C:16]([C:19]2[S:23][C:22]([C:24]([O-])=[O:25])=[CH:21][CH:20]=2)=[CH:15][CH:14]=1)=[O:12].[Li+].F[B-](F)(F)F.N1(OC(N(C)C)=[N+](C)C)C2C=CC=CC=2N=N1.ON1C2C=CC=CC=2N=N1.C(N(C(C)C)CC)(C)C.[OH-].[Na+], predict the reaction product. The product is: [N:1]12[CH2:8][C@@H:5]([CH2:6][CH2:7]1)[N:4]([C:24]([C:22]1[S:23][C:19]([C:16]3[CH:17]=[CH:18][C:13]([C:11]([N:10]([CH3:27])[CH3:9])=[O:12])=[CH:14][CH:15]=3)=[CH:20][CH:21]=1)=[O:25])[CH2:3][CH2:2]2.